Dataset: Forward reaction prediction with 1.9M reactions from USPTO patents (1976-2016). Task: Predict the product of the given reaction. (1) Given the reactants [C:1]([O:9][C@@H:10]1[C@H:14]([F:15])[C@@H:13]([CH2:16][CH:17]([P:25]([O:30][CH2:31][CH3:32])([O:27][CH2:28][CH3:29])=[O:26])[S:18][C:19]2[CH:24]=[CH:23][CH:22]=[CH:21][CH:20]=2)O[C@@H]1OC)(=[O:8])[C:2]1[CH:7]=[CH:6][CH:5]=[CH:4][CH:3]=1.S(=O)(=O)(O)O.[C:40]([O-:43])([OH:42])=O.[Na+].[C:45](OC(=O)C)(=[O:47])[CH3:46], predict the reaction product. The product is: [C:1]([O:9][C@@H:10]1[C@H:14]([F:15])[C@@H:13]([CH2:16][CH:17]([P:25]([O:30][CH2:31][CH3:32])([O:27][CH2:28][CH3:29])=[O:26])[S:18][C:19]2[CH:20]=[CH:21][CH:22]=[CH:23][CH:24]=2)[O:42][C@H:40]1[O:43][C:45](=[O:47])[CH3:46])(=[O:8])[C:2]1[CH:7]=[CH:6][CH:5]=[CH:4][CH:3]=1. (2) Given the reactants CO[C:3]1([C:8]2[CH:13]=[CH:12][C:11]([S:14][CH3:15])=[CH:10][CH:9]=2)[C:5]([CH3:7])([CH3:6])[O:4]1.[CH2:16]([NH:20][CH2:21][CH2:22][CH2:23][CH3:24])[CH2:17][CH2:18][CH3:19], predict the reaction product. The product is: [CH2:16]([N:20]([CH2:21][CH2:22][CH2:23][CH3:24])[C:5]([CH3:7])([CH3:6])[C:3]([C:8]1[CH:13]=[CH:12][C:11]([S:14][CH3:15])=[CH:10][CH:9]=1)=[O:4])[CH2:17][CH2:18][CH3:19].